Regression. Given a peptide amino acid sequence and an MHC pseudo amino acid sequence, predict their binding affinity value. This is MHC class I binding data. From a dataset of Peptide-MHC class I binding affinity with 185,985 pairs from IEDB/IMGT. (1) The peptide sequence is STPPLVRLVF. The MHC is Mamu-A01 with pseudo-sequence Mamu-A01. The binding affinity (normalized) is 0.616. (2) The peptide sequence is TYSDPLALR. The MHC is HLA-A33:01 with pseudo-sequence HLA-A33:01. The binding affinity (normalized) is 0.795. (3) The peptide sequence is TAATIQTPTK. The binding affinity (normalized) is 0.201. The MHC is HLA-A03:01 with pseudo-sequence HLA-A03:01. (4) The peptide sequence is NTAIFDMLY. The MHC is HLA-B08:02 with pseudo-sequence HLA-B08:02. The binding affinity (normalized) is 0.0847. (5) The peptide sequence is KQIVIINPM. The MHC is HLA-B07:02 with pseudo-sequence HLA-B07:02. The binding affinity (normalized) is 0.213.